This data is from Reaction yield outcomes from USPTO patents with 853,638 reactions. The task is: Predict the reaction yield, written as a fraction of the theoretical maximum amount of product (1.0 means a 100% yield; for example, 0.34 means a 34% yield). (1) The reactants are [CH3:1][C:2]1[CH:3]=[C:4]([CH:20]=[C:21]([CH3:32])[C:22]=1[N:23]1[CH:27]=[C:26]([C:28]([F:31])([F:30])[F:29])[CH:25]=[N:24]1)[O:5][C@H:6]([C:10]1[CH:19]=[CH:18][C:13]([C:14]([O:16]C)=[O:15])=[CH:12][CH:11]=1)[CH2:7][CH2:8][CH3:9].[OH-].[Na+].Cl.[CH2:36]([OH:43])[C:37]([NH2:42])([CH2:40][OH:41])[CH2:38][OH:39]. The catalyst is O.CO. The product is [NH2:42][C:37]([CH2:40][OH:41])([CH2:38][OH:39])[CH2:36][OH:43].[CH3:1][C:2]1[CH:3]=[C:4]([CH:20]=[C:21]([CH3:32])[C:22]=1[N:23]1[CH:27]=[C:26]([C:28]([F:29])([F:31])[F:30])[CH:25]=[N:24]1)[O:5][C@H:6]([C:10]1[CH:11]=[CH:12][C:13]([C:14]([OH:16])=[O:15])=[CH:18][CH:19]=1)[CH2:7][CH2:8][CH3:9]. The yield is 0.770. (2) The reactants are C(O)(=O)C.[NH:5]1[C:9]2[CH:10]=[CH:11][CH:12]=[CH:13][C:8]=2[N:7]=[C:6]1[C@H:14]1[CH2:19][C@H:18]([NH:20][C:21]([C:23]2[CH:32]=[CH:31][C:26]3[O:27][CH2:28][CH2:29][O:30][C:25]=3[CH:24]=2)=[O:22])[CH2:17][CH2:16][NH:15]1.C(O[C:36]1(O[Si](C)(C)C)[CH2:38][CH2:37]1)C.C([BH3-])#N.[Na+].C(=O)(O)[O-].[Na+]. The catalyst is CO.C(OCC)(=O)C. The product is [NH:5]1[C:9]2[CH:10]=[CH:11][CH:12]=[CH:13][C:8]=2[N:7]=[C:6]1[C@H:14]1[CH2:19][C@H:18]([NH:20][C:21]([C:23]2[CH:32]=[CH:31][C:26]3[O:27][CH2:28][CH2:29][O:30][C:25]=3[CH:24]=2)=[O:22])[CH2:17][CH2:16][N:15]1[CH:36]1[CH2:38][CH2:37]1. The yield is 0.850. (3) The reactants are Cl[C:2]1[C:11]2[C:6](=[CH:7][C:8]([CH2:12][OH:13])=[CH:9][CH:10]=2)[N:5]=[C:4]([CH3:14])[CH:3]=1.[NH:15]1[CH2:19][CH2:18][CH2:17][CH2:16]1. No catalyst specified. The product is [CH3:14][C:4]1[CH:3]=[C:2]([N:15]2[CH2:19][CH2:18][CH2:17][CH2:16]2)[C:11]2[C:6](=[CH:7][C:8]([C:12]([N:15]3[CH2:19][CH2:18][CH2:17][CH2:16]3)=[O:13])=[CH:9][CH:10]=2)[N:5]=1. The yield is 0.540. (4) The reactants are [CH3:1][NH:2][C@@H:3]1[C:8]2[CH:9]=[CH:10][CH:11]=[CH:12][C:7]=2[C@H:6]([C:13]2[CH:14]=[CH:15][C:16]([Cl:20])=[C:17]([Cl:19])[CH:18]=2)[CH2:5][CH2:4]1. The catalyst is C(O)C. The product is [CH3:1][NH:2][C@@H:3]1[C:8]2[CH:9]=[CH:10][CH:11]=[CH:12][C:7]=2[C@H:6]([C:13]2[CH:14]=[CH:15][C:16]([Cl:20])=[C:17]([Cl:19])[CH:18]=2)[CH2:5][CH2:4]1.[ClH:19]. The yield is 0.760. (5) The reactants are CCCCCCCCCC[CH2:11][CH2:12][O:13]S([O-])(=O)=O.[Na+].[OH:19][CH2:20][CH:21](CO)O.C(S)[C@@H](O)[C@H](O)CS.C1C=CC2S(=O)(=O)OC(C3C=C(Br)C(O)=C(Br)C=3)(C3C=C(Br)C(O)=C(Br)C=3)C=2C=1.[CH2:62]([OH:69])[C:63]([NH2:68])([CH2:66][OH:67])[CH2:64][OH:65]. No catalyst specified. The product is [CH2:21]([N:68]([C:63]([CH2:66][OH:67])([CH2:64][OH:65])[CH2:62][OH:69])[CH2:11][CH2:12][OH:13])[CH2:20][OH:19]. The yield is 0.100. (6) The reactants are [CH:1]([C:4]1[CH:12]=[C:11]2[C:7]([CH:8]=[N:9][NH:10]2)=[CH:6][C:5]=1[OH:13])([CH3:3])[CH3:2].[C@@H]1(N)CCCC[C@H]1N.[O-]P([O-])([O-])=O.[K+].[K+].[K+].[F:30][C:31]1[CH:36]=[CH:35][C:34](I)=[CH:33][CH:32]=1. The catalyst is O1CCOCC1.CCOC(C)=O.[Cu]I. The product is [F:30][C:31]1[CH:36]=[CH:35][C:34]([N:10]2[C:11]3[C:7](=[CH:6][C:5]([OH:13])=[C:4]([CH:1]([CH3:3])[CH3:2])[CH:12]=3)[CH:8]=[N:9]2)=[CH:33][CH:32]=1. The yield is 0.290. (7) The reactants are [CH2:1]([O:8][C:9]([NH:11][CH2:12][CH:13]1[CH2:18][CH2:17][N:16]([C:19]([O:21][C:22]([CH3:25])([CH3:24])[CH3:23])=[O:20])[CH2:15][CH2:14]1)=[O:10])[C:2]1[CH:7]=[CH:6][CH:5]=[CH:4][CH:3]=1.[H-].[Na+].[CH2:28](I)[CH2:29][CH3:30]. The catalyst is CN(C=O)C.[Cl-].[Na+].O. The product is [CH2:1]([O:8][C:9]([N:11]([CH2:12][CH:13]1[CH2:18][CH2:17][N:16]([C:19]([O:21][C:22]([CH3:25])([CH3:24])[CH3:23])=[O:20])[CH2:15][CH2:14]1)[CH2:28][CH2:29][CH3:30])=[O:10])[C:2]1[CH:3]=[CH:4][CH:5]=[CH:6][CH:7]=1. The yield is 0.260. (8) The reactants are [NH2:1][C:2]1[CH:9]=[CH:8][C:5]([C:6]#[N:7])=[C:4]([Cl:10])[CH:3]=1.[O:11]1[C:16](=[O:17])[CH2:15][O:14][CH2:13][C:12]1=[O:18]. The catalyst is C1COCC1.O. The product is [Cl:10][C:4]1[CH:3]=[C:2]([NH:1][C:16](=[O:17])[CH2:15][O:14][CH2:13][C:12]([OH:18])=[O:11])[CH:9]=[CH:8][C:5]=1[C:6]#[N:7]. The yield is 0.870. (9) The reactants are [N:1]1([C:7]2[C:16]3[C:11](=[CH:12][CH:13]=[CH:14][CH:15]=3)[CH:10]=[CH:9][N:8]=2)[CH2:6][CH2:5][NH:4][CH2:3][CH2:2]1.[CH3:17][CH2:18][N:19](CC)CC.ClCC#N. The catalyst is C1COCC1. The product is [C:7]1([N:1]2[CH2:2][CH2:3][N:4]([CH2:17][C:18]#[N:19])[CH2:5][CH2:6]2)[C:16]2[C:11](=[CH:12][CH:13]=[CH:14][CH:15]=2)[CH:10]=[CH:9][N:8]=1. The yield is 0.350.